From a dataset of Reaction yield outcomes from USPTO patents with 853,638 reactions. Predict the reaction yield, written as a fraction of the theoretical maximum amount of product (1.0 means a 100% yield; for example, 0.34 means a 34% yield). (1) The reactants are [CH2:1]([O:8][C:9]1[CH:24]=[C:23]([N:25]([CH2:31][C:32]2[CH:37]=[CH:36][C:35]([CH:38]3[CH2:43][CH2:42][CH2:41][CH2:40][CH2:39]3)=[CH:34][CH:33]=2)[C:26](=[O:30])[CH2:27][NH:28][CH3:29])[CH:22]=[CH:21][C:10]=1[C:11]([O:13][CH2:14][C:15]1[CH:20]=[CH:19][CH:18]=[CH:17][CH:16]=1)=[O:12])[C:2]1[CH:7]=[CH:6][CH:5]=[CH:4][CH:3]=1.[C:44]1([S:54](Cl)(=[O:56])=[O:55])[C:53]2[C:48](=[CH:49][CH:50]=[CH:51][CH:52]=2)[CH:47]=[CH:46][CH:45]=1. No catalyst specified. The product is [CH2:1]([O:8][C:9]1[CH:24]=[C:23]([N:25]([CH2:31][C:32]2[CH:33]=[CH:34][C:35]([CH:38]3[CH2:43][CH2:42][CH2:41][CH2:40][CH2:39]3)=[CH:36][CH:37]=2)[C:26](=[O:30])[CH2:27][N:28]([CH3:29])[S:54]([C:44]2[C:53]3[C:48](=[CH:49][CH:50]=[CH:51][CH:52]=3)[CH:47]=[CH:46][CH:45]=2)(=[O:56])=[O:55])[CH:22]=[CH:21][C:10]=1[C:11]([O:13][CH2:14][C:15]1[CH:20]=[CH:19][CH:18]=[CH:17][CH:16]=1)=[O:12])[C:2]1[CH:3]=[CH:4][CH:5]=[CH:6][CH:7]=1. The yield is 0.980. (2) The reactants are [CH3:1][O:2][C:3]1[CH:8]=[CH:7][C:6]([N:9]2[C:18](=[O:19])[C:17]3[C:12](=[CH:13][CH:14]=[CH:15][CH:16]=3)[N:11]=[C:10]2[CH:20]([NH:22]C)[CH3:21])=[CH:5][CH:4]=1.[C:24]([C:28]1[CH:33]=[CH:32][C:31]([S:34](Cl)(=[O:36])=[O:35])=[CH:30][CH:29]=1)([CH3:27])([CH3:26])[CH3:25].[CH2:38](O)C(N)(CO)CO. The catalyst is C(Cl)Cl. The product is [C:24]([C:28]1[CH:33]=[CH:32][C:31]([S:34]([NH:22][CH:20]([C:10]2[N:9]([C:6]3[CH:7]=[CH:8][C:3]([O:2][CH3:1])=[CH:4][CH:5]=3)[C:18](=[O:19])[C:17]3[C:12](=[CH:13][CH:14]=[CH:15][CH:16]=3)[N:11]=2)[CH3:21])(=[O:36])=[O:35])=[C:30]([CH3:38])[CH:29]=1)([CH3:27])([CH3:26])[CH3:25]. The yield is 0.920. (3) The reactants are [F:1][C:2]1[CH:10]=[C:9]2[C:5]([C:6]([C:12]3[N:13]=[C:14]4[C:20]([C:21]([OH:23])=O)=[CH:19][N:18]([CH2:24][O:25][CH2:26][CH2:27][Si:28]([CH3:31])([CH3:30])[CH3:29])[C:15]4=[N:16][CH:17]=3)=[N:7][N:8]2[CH3:11])=[CH:4][CH:3]=1.Cl.[NH2:33][C@@H:34]([C:36]1([C:41]#[N:42])[CH2:40][CH2:39][CH2:38][CH2:37]1)[CH3:35].C(Cl)CCl.C1C=CC2N(O)N=NC=2C=1.CCN(C(C)C)C(C)C. The catalyst is CN(C=O)C. The product is [C:41]([C:36]1([C@H:34]([NH:33][C:21]([C:20]2[C:14]3[C:15](=[N:16][CH:17]=[C:12]([C:6]4[C:5]5[C:9](=[CH:10][C:2]([F:1])=[CH:3][CH:4]=5)[N:8]([CH3:11])[N:7]=4)[N:13]=3)[N:18]([CH2:24][O:25][CH2:26][CH2:27][Si:28]([CH3:30])([CH3:29])[CH3:31])[CH:19]=2)=[O:23])[CH3:35])[CH2:40][CH2:39][CH2:38][CH2:37]1)#[N:42]. The yield is 0.920.